Dataset: Reaction yield outcomes from USPTO patents with 853,638 reactions. Task: Predict the reaction yield, written as a fraction of the theoretical maximum amount of product (1.0 means a 100% yield; for example, 0.34 means a 34% yield). (1) The reactants are [CH3:1][O:2][C:3]1[CH:11]=[C:10]2[C:6]([CH:7]=[CH:8][NH:9]2)=[CH:5][CH:4]=1.N1C2C(=CC=CC=2)C=[C:13]1C(OCC)=O. No catalyst specified. The product is [CH3:1][O:2][C:3]1[CH:11]=[C:10]2[C:6]([CH:7]=[CH:8][N:9]2[CH3:13])=[CH:5][CH:4]=1. The yield is 0.950. (2) The reactants are [NH2:1][C:2]1[C:3]([F:31])=[C:4]([C:8]2[N:9]=[C:10]([C:20]([NH:23][C:24](=[O:30])[O:25][C:26]([CH3:29])([CH3:28])[CH3:27])([CH3:22])[CH3:21])[S:11][C:12]=2[C:13]2[CH:18]=[CH:17][N:16]=[C:15]([Cl:19])[N:14]=2)[CH:5]=[CH:6][CH:7]=1.[O:32]1[CH:36]=[CH:35][C:34]([S:37](Cl)(=[O:39])=[O:38])=[CH:33]1. The catalyst is N1C=CC=CC=1. The product is [Cl:19][C:15]1[N:14]=[C:13]([C:12]2[S:11][C:10]([C:20]([NH:23][C:24](=[O:30])[O:25][C:26]([CH3:29])([CH3:28])[CH3:27])([CH3:22])[CH3:21])=[N:9][C:8]=2[C:4]2[CH:5]=[CH:6][CH:7]=[C:2]([NH:1][S:37]([C:34]3[CH:35]=[CH:36][O:32][CH:33]=3)(=[O:39])=[O:38])[C:3]=2[F:31])[CH:18]=[CH:17][N:16]=1. The yield is 0.900. (3) The reactants are [F:1][C:2]1[CH:3]=[C:4]([C:26](OC)=O)[C:5]2[C:6](=O)[CH:7]([C:19]3[N:23]([CH3:24])[N:22]=[CH:21][N:20]=3)[CH:8]([C:12]3[CH:17]=[CH:16][C:15]([F:18])=[CH:14][CH:13]=3)[NH:9][C:10]=2[CH:11]=1.[OH2:30].[NH2:31][NH2:32]. The catalyst is CO. The product is [F:1][C:2]1[CH:11]=[C:10]2[NH:9][CH:8]([C:12]3[CH:13]=[CH:14][C:15]([F:18])=[CH:16][CH:17]=3)[CH:7]([C:19]3[N:23]([CH3:24])[N:22]=[CH:21][N:20]=3)[C:6]3=[N:31][NH:32][C:26](=[O:30])[C:4]([CH:3]=1)=[C:5]23. The yield is 0.781. (4) The reactants are [Cl:1][C:2]1[C:7]([CH:8]=O)=[C:6]([Cl:10])[N:5]=[C:4]([NH:11][CH:12]2[CH2:14][CH2:13]2)[N:3]=1.Cl.[NH2:16][OH:17]. The catalyst is C(O)(=O)C. The product is [Cl:1][C:2]1[C:7]([CH:8]=[N:16][OH:17])=[C:6]([Cl:10])[N:5]=[C:4]([NH:11][CH:12]2[CH2:14][CH2:13]2)[N:3]=1. The yield is 0.805. (5) The reactants are C([O:8][C@@H:9]1[C@@H:14]([O:15]CC2C=CC=CC=2)[C@H:13]([O:23]CC2C=CC=CC=2)[C@@H:12]([CH2:31][O:32]CC2C=CC=CC=2)[O:11][C@:10]21[C:43]1[CH:44]=[C:45]([CH2:49][C:50]3[CH:55]=[CH:54][C:53]([CH2:56][CH3:57])=[CH:52][CH:51]=3)[C:46]([Cl:48])=[CH:47][C:42]=1[O:41][C:40]2=[O:58])C1C=CC=CC=1.ClC1C=CC=CC=1Cl.[H][H]. The yield is 0.800. The product is [Cl:48][C:46]1[C:45]([CH2:49][C:50]2[CH:51]=[CH:52][C:53]([CH2:56][CH3:57])=[CH:54][CH:55]=2)=[CH:44][C:43]2[C@@:10]3([C:40](=[O:58])[O:41][C:42]=2[CH:47]=1)[C@H:9]([OH:8])[C@@H:14]([OH:15])[C@H:13]([OH:23])[C@@H:12]([CH2:31][OH:32])[O:11]3. The catalyst is CO.C1COCC1.[OH-].[OH-].[Pd+2]. (6) The reactants are [Cl-].O[NH3+:3].[C:4](=[O:7])([O-])[OH:5].[Na+].CS(C)=O.[CH3:13][C:14]1[N:51]=[C:17]2[N:18]([CH2:41][C:42]3([C:45]4[CH:50]=[CH:49][CH:48]=[CH:47][CH:46]=4)[CH2:44][CH2:43]3)[C:19](=[O:40])[C:20]([CH2:25][C:26]3[CH:31]=[CH:30][C:29]([C:32]4[C:33]([C:38]#[N:39])=[CH:34][CH:35]=[CH:36][CH:37]=4)=[CH:28][CH:27]=3)=[C:21]([CH2:22][CH2:23][CH3:24])[N:16]2[N:15]=1. The catalyst is C(OCC)(=O)C. The product is [CH3:13][C:14]1[N:51]=[C:17]2[N:18]([CH2:41][C:42]3([C:45]4[CH:50]=[CH:49][CH:48]=[CH:47][CH:46]=4)[CH2:44][CH2:43]3)[C:19](=[O:40])[C:20]([CH2:25][C:26]3[CH:31]=[CH:30][C:29]([C:32]4[CH:37]=[CH:36][CH:35]=[CH:34][C:33]=4[C:38]4[NH:3][C:4](=[O:7])[O:5][N:39]=4)=[CH:28][CH:27]=3)=[C:21]([CH2:22][CH2:23][CH3:24])[N:16]2[N:15]=1. The yield is 0.140.